This data is from Catalyst prediction with 721,799 reactions and 888 catalyst types from USPTO. The task is: Predict which catalyst facilitates the given reaction. (1) Reactant: [CH:1]1([OH:6])[CH2:5][CH2:4][CH2:3][CH2:2]1.[H-].[Na+].[Cl:9][C:10]1[N:11]=[C:12](Cl)[C:13]2[C:18]([I:19])=[CH:17][N:16]([CH2:20][O:21][CH2:22][CH2:23][Si:24]([CH3:27])([CH3:26])[CH3:25])[C:14]=2[N:15]=1. Product: [Cl:9][C:10]1[N:11]=[C:12]([O:6][CH:1]2[CH2:5][CH2:4][CH2:3][CH2:2]2)[C:13]2[C:18]([I:19])=[CH:17][N:16]([CH2:20][O:21][CH2:22][CH2:23][Si:24]([CH3:27])([CH3:26])[CH3:25])[C:14]=2[N:15]=1. The catalyst class is: 1. (2) Reactant: C(N([CH2:6][CH3:7])CC)C.[O:8]=[C:9]([CH2:15][CH3:16])[CH2:10][CH2:11][C:12]([OH:14])=O.ClC([O:20][CH2:21][CH:22](C)C)=O.Cl.[OH:26][CH:27]1[O:35][C@H:34]([CH2:36][OH:37])[C@@H:32]([OH:33])[C@H:30]([OH:31])[C@@H:28]1[NH2:29].C([O:41][C:42](=O)[CH2:43]CC(=O)CC)(=O)O.[OH2:50].C1C[O:54][CH2:53][CH2:52]1. Product: [C:42]([O:26][CH:27]1[O:35][C@H:34]([CH2:36][O:37][C:6](=[O:50])[CH3:7])[C@@H:32]([O:33][C:21](=[O:20])[CH3:22])[C@H:30]([O:31][C:53](=[O:54])[CH3:52])[C@@H:28]1[NH:29][C:12](=[O:14])[CH2:11][CH2:10][C:9](=[O:8])[CH2:15][CH3:16])(=[O:41])[CH3:43]. The catalyst class is: 1. (3) Reactant: [C:1]1([C:7]([CH2:9][C:10]2[N:11]=[N:12][CH:13]=[CH:14][CH:15]=2)=[O:8])[CH:6]=[CH:5][CH:4]=[CH:3][CH:2]=1.[H-].[Na+].[Cl:18][C:19]1[CH:26]=[CH:25][C:22]([CH2:23]Cl)=[CH:21][CH:20]=1. Product: [Cl:18][C:19]1[CH:26]=[CH:25][C:22]([CH2:23][CH:9]([C:7]([C:1]2[CH:2]=[CH:3][CH:4]=[CH:5][CH:6]=2)=[O:8])[C:10]2[N:11]=[N:12][CH:13]=[CH:14][CH:15]=2)=[CH:21][CH:20]=1. The catalyst class is: 3. (4) Reactant: COC1C=CC(CNC(C)C)=CC=1.[Cl:14][C:15]1[CH:16]=[C:17]([N:26]([CH:36]2[CH2:38][CH2:37]2)[CH2:27][C:28]2[CH:33]=[CH:32][C:31]([O:34][CH3:35])=[CH:30][CH:29]=2)[C:18]2[N:19]([C:21]([C:24]#[N:25])=[CH:22][N:23]=2)[N:20]=1. Product: [Cl:14][C:15]1[CH:16]=[C:17]([N:26]([CH:36]([CH3:38])[CH3:37])[CH2:27][C:28]2[CH:33]=[CH:32][C:31]([O:34][CH3:35])=[CH:30][CH:29]=2)[C:18]2[N:19]([C:21]([C:24]#[N:25])=[CH:22][N:23]=2)[N:20]=1. The catalyst class is: 5. (5) Reactant: [S:1]1[C:5]2[CH:6]=[CH:7][C:8]([NH:10][C:11]3[C:20]4[C:15](=[CH:16][C:17]([O:28][C:29]([CH3:36])([CH3:35])[C:30](OCC)=[O:31])=[C:18]([S:21]([C:24]([CH3:27])([CH3:26])[CH3:25])(=[O:23])=[O:22])[CH:19]=4)[N:14]=[CH:13][N:12]=3)=[CH:9][C:4]=2[N:3]=[CH:2]1.[H-].[H-].[H-].[H-].[Li+].[Al+3]. Product: [S:1]1[C:5]2[CH:6]=[CH:7][C:8]([NH:10][C:11]3[C:20]4[C:15](=[CH:16][C:17]([O:28][C:29]([CH3:36])([CH3:35])[CH2:30][OH:31])=[C:18]([S:21]([C:24]([CH3:25])([CH3:26])[CH3:27])(=[O:23])=[O:22])[CH:19]=4)[N:14]=[CH:13][N:12]=3)=[CH:9][C:4]=2[N:3]=[CH:2]1. The catalyst class is: 1.